From a dataset of Forward reaction prediction with 1.9M reactions from USPTO patents (1976-2016). Predict the product of the given reaction. (1) Given the reactants CS(O[CH:6]1[CH2:11][CH2:10][N:9]([C:12]([O:14][C:15]([CH3:18])([CH3:17])[CH3:16])=[O:13])[CH2:8][CH2:7]1)(=O)=O.CN(C)C=O.[C:24]([O-:27])(=[S:26])[CH3:25].[K+].O, predict the reaction product. The product is: [C:24]([S:26][CH:6]1[CH2:7][CH2:8][N:9]([C:12]([O:14][C:15]([CH3:16])([CH3:17])[CH3:18])=[O:13])[CH2:10][CH2:11]1)(=[O:27])[CH3:25]. (2) Given the reactants [F:1][C:2]1[CH:15]=[C:14]([C:16]2[N:21]=[C:20]3[N:22]([CH2:25][C:26]4[CH:27]=[C:28]5[C:33](=[CH:34][CH:35]=4)[N:32]=[CH:31][CH:30]=[CH:29]5)[N:23]=[N:24][C:19]3=[CH:18][CH:17]=2)[CH:13]=[CH:12][C:3]=1[C:4]([NH:6][CH2:7][C:8]([O:10]C)=[O:9])=[O:5].[OH-].[Li+].Cl, predict the reaction product. The product is: [F:1][C:2]1[CH:15]=[C:14]([C:16]2[N:21]=[C:20]3[N:22]([CH2:25][C:26]4[CH:27]=[C:28]5[C:33](=[CH:34][CH:35]=4)[N:32]=[CH:31][CH:30]=[CH:29]5)[N:23]=[N:24][C:19]3=[CH:18][CH:17]=2)[CH:13]=[CH:12][C:3]=1[C:4]([NH:6][CH2:7][C:8]([OH:10])=[O:9])=[O:5].